Dataset: Merck oncology drug combination screen with 23,052 pairs across 39 cell lines. Task: Regression. Given two drug SMILES strings and cell line genomic features, predict the synergy score measuring deviation from expected non-interaction effect. (1) Drug 1: CC(=O)OC1C(=O)C2(C)C(O)CC3OCC3(OC(C)=O)C2C(OC(=O)c2ccccc2)C2(O)CC(OC(=O)C(O)C(NC(=O)c3ccccc3)c3ccccc3)C(C)=C1C2(C)C. Drug 2: Cc1nc(Nc2ncc(C(=O)Nc3c(C)cccc3Cl)s2)cc(N2CCN(CCO)CC2)n1. Cell line: A375. Synergy scores: synergy=39.5. (2) Drug 1: CCN(CC)CCNC(=O)c1c(C)[nH]c(C=C2C(=O)Nc3ccc(F)cc32)c1C. Drug 2: Cn1nnc2c(C(N)=O)ncn2c1=O. Cell line: DLD1. Synergy scores: synergy=10.4. (3) Synergy scores: synergy=-8.64. Drug 1: CCC1(O)CC2CN(CCc3c([nH]c4ccccc34)C(C(=O)OC)(c3cc4c(cc3OC)N(C)C3C(O)(C(=O)OC)C(OC(C)=O)C5(CC)C=CCN6CCC43C65)C2)C1. Cell line: OVCAR3. Drug 2: CNC(=O)c1cc(Oc2ccc(NC(=O)Nc3ccc(Cl)c(C(F)(F)F)c3)cc2)ccn1.